This data is from Catalyst prediction with 721,799 reactions and 888 catalyst types from USPTO. The task is: Predict which catalyst facilitates the given reaction. (1) Reactant: [C:1]([C:3](=[CH:9][C:10]1[CH:15]=[CH:14][CH:13]=[CH:12][C:11]=1[CH3:16])[C:4]([O:6][CH2:7][CH3:8])=[O:5])#[N:2].[C:17]1([CH3:25])[CH:22]=[CH:21][CH:20]=[CH:19][C:18]=1[Mg]Br. Product: [C:1]([C:3](=[C:9]([C:18]1[CH:19]=[CH:20][CH:21]=[CH:22][C:17]=1[CH3:25])[C:10]1[CH:15]=[CH:14][CH:13]=[CH:12][C:11]=1[CH3:16])[C:4]([O:6][CH2:7][CH3:8])=[O:5])#[N:2]. The catalyst class is: 11. (2) Reactant: [C:1]([C:4]1[CH:9]=[CH:8][C:7]([NH:10][C:11](=[O:16])[CH2:12][C:13]([OH:15])=O)=[CH:6][CH:5]=1)(=[NH:3])[NH2:2].[N:17]1[CH:22]=[CH:21][C:20]([CH2:23][O:24][C:25]2[CH:30]=[CH:29][C:28]([CH:31]([NH2:33])[CH3:32])=[CH:27][C:26]=2[C:34]([F:37])([F:36])[F:35])=[CH:19][CH:18]=1.C(N(CC)C(C)C)(C)C. Product: [C:1]([C:4]1[CH:5]=[CH:6][C:7]([NH:10][C:11](=[O:16])[CH2:12][C:13]([NH:33][CH:31]([C:28]2[CH:29]=[CH:30][C:25]([O:24][CH2:23][C:20]3[CH:19]=[CH:18][N:17]=[CH:22][CH:21]=3)=[C:26]([C:34]([F:37])([F:35])[F:36])[CH:27]=2)[CH3:32])=[O:15])=[CH:8][CH:9]=1)(=[NH:3])[NH2:2]. The catalyst class is: 3. (3) The catalyst class is: 6. Product: [Br:1][C:2]1[CH:7]=[CH:6][N:5]2[C:11](=[O:12])[C:10]([C:15]([O:17][CH3:18])=[O:16])=[CH:9][N:8]=[C:4]2[CH:3]=1. Reactant: [Br:1][C:2]1[CH:7]=[CH:6][N:5]=[C:4]([NH:8][CH:9]=[C:10]([C:15]([O:17][CH3:18])=[O:16])[C:11](OC)=[O:12])[CH:3]=1.P(Br)(Br)(Br)=O.C([O-])([O-])=O.[Na+].[Na+].